Dataset: Full USPTO retrosynthesis dataset with 1.9M reactions from patents (1976-2016). Task: Predict the reactants needed to synthesize the given product. (1) Given the product [OH:2][C:3]1[CH:4]=[CH:5][C:6]([P:9](=[O:25])([C:17]2[CH:22]=[CH:21][C:20]([OH:23])=[CH:19][CH:18]=2)[C:10]2[CH:15]=[CH:14][C:13]([CH3:16])=[CH:12][CH:11]=2)=[CH:7][CH:8]=1, predict the reactants needed to synthesize it. The reactants are: C[O:2][C:3]1[CH:8]=[CH:7][C:6]([P:9](=[O:25])([C:17]2[CH:22]=[CH:21][C:20]([O:23]C)=[CH:19][CH:18]=2)[C:10]2[CH:15]=[CH:14][C:13]([CH3:16])=[CH:12][CH:11]=2)=[CH:5][CH:4]=1.Br.[Br-].[K+].S([O-])([O-])=O.[Na+].[Na+].CBr. (2) Given the product [Cl:1][C:2]1[CH:7]=[CH:6][C:5]([CH:32]2[C:37](=[O:38])[CH2:36][CH2:35][O:34][CH2:33]2)=[CH:4][CH:3]=1, predict the reactants needed to synthesize it. The reactants are: [Cl:1][C:2]1[CH:7]=[CH:6][C:5](B(O)O)=[CH:4][CH:3]=1.N[C@@H]1CCCC[C@H]1O.C[Si]([N-][Si](C)(C)C)(C)C.[Na+].N#N.I[CH:32]1[C:37](OC)([O:38]C)[CH2:36][CH2:35][O:34][CH2:33]1. (3) Given the product [Cl:1][C:2]1[CH:10]=[CH:9][CH:8]=[C:7]2[C:3]=1[C:4]([C:17](=[O:18])[C:16]([F:27])([F:26])[F:15])=[CH:5][N:6]2[CH2:11][CH2:12][O:13][CH3:14], predict the reactants needed to synthesize it. The reactants are: [Cl:1][C:2]1[CH:10]=[CH:9][CH:8]=[C:7]2[C:3]=1[CH:4]=[CH:5][N:6]2[CH2:11][CH2:12][O:13][CH3:14].[F:15][C:16]([F:27])([F:26])[C:17](O[C:17](=[O:18])[C:16]([F:27])([F:26])[F:15])=[O:18]. (4) Given the product [CH2:1]([O:8][C:9]1[CH:10]=[C:11]2[C:16](=[CH:17][C:18]=1[O:19][CH3:20])[CH:15](/[CH:21]=[CH:54]/[C:53]1[C:44]([CH3:43])=[CH:45][CH:46]=[C:47]3[C:52]=1[O:51][CH2:50][CH2:49][CH2:48]3)[NH:14][CH2:13][CH2:12]2)[C:2]1[CH:3]=[CH:4][CH:5]=[CH:6][CH:7]=1, predict the reactants needed to synthesize it. The reactants are: [CH2:1]([O:8][C:9]1[CH:10]=[C:11]2[C:16](=[CH:17][C:18]=1[O:19][CH3:20])[CH:15]([CH2:21]S(C1N(C3C=CC=CC=3)N=NN=1)(=O)=O)[N:14](C(OC(C)(C)C)=O)[CH2:13][CH2:12]2)[C:2]1[CH:7]=[CH:6][CH:5]=[CH:4][CH:3]=1.[CH3:43][C:44]1[C:53]([CH:54]=O)=[C:52]2[C:47]([CH2:48][CH2:49][CH2:50][O:51]2)=[CH:46][CH:45]=1.C[Si]([N-][Si](C)(C)C)(C)C.[Li+]. (5) Given the product [NH2:18][C:2]1[CH:9]=[CH:8][CH:7]=[CH:6][C:3]=1[CH:4]=[O:5], predict the reactants needed to synthesize it. The reactants are: F[C:2]1[CH:9]=[CH:8][CH:7]=[CH:6][C:3]=1[CH:4]=[O:5].C(=O)([O-])[O-].[K+].[K+].O.C[N:18](C)C=O.